From a dataset of Forward reaction prediction with 1.9M reactions from USPTO patents (1976-2016). Predict the product of the given reaction. (1) Given the reactants [PH:1]([O:7][Si](C)(C)C)[O:2][Si](C)(C)C.[PH2]([O-])=O.[NH4+].[C:16]([O:20][C:21]([NH:23][C:24]1[N:29]=[CH:28][C:27]([CH2:30][C:31](=[CH2:37])[C:32]([O:34][CH2:35][CH3:36])=[O:33])=[CH:26][CH:25]=1)=[O:22])([CH3:19])([CH3:18])[CH3:17].CO, predict the reaction product. The product is: [C:16]([O:20][C:21]([NH:23][C:24]1[N:29]=[CH:28][C:27]([CH2:30][CH:31]([C:32]([O:34][CH2:35][CH3:36])=[O:33])[CH2:37][PH:1](=[O:7])[OH:2])=[CH:26][CH:25]=1)=[O:22])([CH3:19])([CH3:17])[CH3:18]. (2) Given the reactants [C:1]1([N:11]2[C:15]3[CH:16]=[CH:17][CH:18]=[CH:19][C:14]=3[NH:13][S:12]2(=[O:21])=[O:20])[C:10]2[C:5](=[CH:6][CH:7]=[CH:8][CH:9]=2)[CH:4]=[CH:3][CH:2]=1.C1(P(C2C=CC=CC=2)C2C=CC=CC=2)C=CC=CC=1.[Br:41][CH2:42][CH2:43][CH2:44]O.CC(OC(/N=N/C(OC(C)C)=O)=O)C, predict the reaction product. The product is: [Br:41][CH2:42][CH2:43][CH2:44][N:13]1[C:14]2[CH:19]=[CH:18][CH:17]=[CH:16][C:15]=2[N:11]([C:1]2[C:10]3[C:5](=[CH:6][CH:7]=[CH:8][CH:9]=3)[CH:4]=[CH:3][CH:2]=2)[S:12]1(=[O:20])=[O:21]. (3) Given the reactants [N+:1]([C:4]1[CH:9]=[CH:8][C:7]([N:10]2[CH:14]3[CH2:15][CH2:16][CH:11]2[CH2:12][CH2:13]3)=[CH:6][C:5]=1[C:17]([F:20])([F:19])[F:18])([O-])=O.CC1CCCO1.[H][H], predict the reaction product. The product is: [CH:11]12[N:10]([C:7]3[CH:8]=[CH:9][C:4]([NH2:1])=[C:5]([C:17]([F:20])([F:18])[F:19])[CH:6]=3)[CH:14]([CH2:13][CH2:12]1)[CH2:15][CH2:16]2. (4) Given the reactants Cl[CH2:2][CH:3]=O.[CH3:5][O:6][C:7]1[C:12]([CH3:13])=[CH:11][C:10]([C:14]2[N:19]=[C:18]([NH2:20])[CH:17]=[N:16][C:15]=2[CH3:21])=[C:9]([CH3:22])[CH:8]=1, predict the reaction product. The product is: [CH3:5][O:6][C:7]1[C:12]([CH3:13])=[CH:11][C:10]([C:14]2[N:19]3[CH:2]=[CH:3][N:20]=[C:18]3[CH:17]=[N:16][C:15]=2[CH3:21])=[C:9]([CH3:22])[CH:8]=1. (5) Given the reactants [N:1]1[C:5]2[CH:6]=[CH:7][CH:8]=[CH:9][C:4]=2[NH:3][C:2]=1[CH2:10][CH2:11][O:12][C:13]1[CH:29]=[CH:28][C:16]2[CH2:17][CH:18]([CH2:23][C:24]([O:26]C)=[O:25])[C:19](=[O:22])[NH:20][CH2:21][C:15]=2[CH:14]=1.N1C=CC=CC=1NCCCOC1C=CC2CC(CC(OCC)=O)C(=O)NCC=2C=1, predict the reaction product. The product is: [N:1]1[C:5]2[CH:6]=[CH:7][CH:8]=[CH:9][C:4]=2[NH:3][C:2]=1[CH2:10][CH2:11][O:12][C:13]1[CH:29]=[CH:28][C:16]2[CH2:17][CH:18]([CH2:23][C:24]([OH:26])=[O:25])[C:19](=[O:22])[NH:20][CH2:21][C:15]=2[CH:14]=1.